This data is from Full USPTO retrosynthesis dataset with 1.9M reactions from patents (1976-2016). The task is: Predict the reactants needed to synthesize the given product. (1) Given the product [CH2:1]([N:7]1[CH2:8][CH:9]2[CH:11]([C:10]2([C:26]2[CH:38]=[C:30]([NH:25][S:32]([CH3:31])(=[O:34])=[O:33])[CH:29]=[CH:28][CH:27]=2)[CH2:13][C:14]([F:15])([F:16])[F:17])[CH2:12]1)[CH2:2][CH2:3][CH2:4][CH2:5][CH3:6], predict the reactants needed to synthesize it. The reactants are: [CH2:1]([N:7]1[CH2:12][CH:11]2[CH:9]([C:10]2(NC2C=CC=CC=2)[CH2:13][C:14]([F:17])([F:16])[F:15])[CH2:8]1)[CH2:2][CH2:3][CH2:4][CH2:5][CH3:6].[N:25]1[CH:30]=[CH:29][CH:28]=[CH:27][CH:26]=1.[CH3:31][S:32](Cl)(=[O:34])=[O:33].O.Cl[CH2:38]Cl. (2) Given the product [NH:7]([C:8]1[N:9]=[CH:10][C:11]2[CH2:17][N:16]([C:19]([NH:18][C:21]3[CH:22]=[N:23][CH:24]=[CH:25][CH:26]=3)=[O:20])[CH2:15][CH2:14][C:12]=2[N:13]=1)[C:1]1[CH:2]=[CH:3][CH:4]=[CH:5][CH:6]=1, predict the reactants needed to synthesize it. The reactants are: [C:1]1([NH:7][C:8]2[N:9]=[CH:10][C:11]3[CH2:17][NH:16][CH2:15][CH2:14][C:12]=3[N:13]=2)[CH:6]=[CH:5][CH:4]=[CH:3][CH:2]=1.[N:18]([C:21]1[CH:22]=[N:23][CH:24]=[CH:25][CH:26]=1)=[C:19]=[O:20]. (3) Given the product [Cl:26][C:27]1[CH:28]=[C:29]([NH:30][C:18](=[O:21])[C:2]2[CH:3]=[CH:4][C:5]([F:17])=[C:6]([S:8][CH:9]3[CH2:14][CH2:13][C:12]([CH3:16])([CH3:15])[CH2:11][CH2:10]3)[CH:7]=2)[CH:31]=[CH:32][C:33]=1[F:34], predict the reactants needed to synthesize it. The reactants are: Br[C:2]1[CH:3]=[CH:4][C:5]([F:17])=[C:6]([S:8][CH:9]2[CH2:14][CH2:13][C:12]([CH3:16])([CH3:15])[CH2:11][CH2:10]2)[CH:7]=1.[C:18](=[O:21])([O-])[O-].[Na+].[Na+].[C]=O.[Cl:26][C:27]1[CH:28]=[C:29]([CH:31]=[CH:32][C:33]=1[F:34])[NH2:30].